Dataset: Full USPTO retrosynthesis dataset with 1.9M reactions from patents (1976-2016). Task: Predict the reactants needed to synthesize the given product. (1) Given the product [NH2:24][C:23](=[N:22][O:19][C:18]([C:10]1[C:11]2[CH:17]=[CH:16][CH:15]=[CH:14][C:12]=2[S:13][C:9]=1[NH:8][C:6](=[O:7])[O:5][C:1]([CH3:4])([CH3:2])[CH3:3])=[O:20])[CH:25]1[CH2:27][CH2:26]1, predict the reactants needed to synthesize it. The reactants are: [C:1]([O:5][C:6]([NH:8][C:9]1[S:13][C:12]2[CH:14]=[CH:15][CH:16]=[CH:17][C:11]=2[C:10]=1[C:18]([OH:20])=[O:19])=[O:7])([CH3:4])([CH3:3])[CH3:2].O/[N:22]=[C:23](/[CH:25]1[CH2:27][CH2:26]1)\[NH2:24]. (2) Given the product [C:21]([O:46][C:55](=[O:50])[CH2:54][C:3]([C:4]1[CH:9]=[CH:8][CH:7]=[C:6]([C:10]2[C:11]([CH3:16])=[N:12][CH:13]=[CH:14][CH:15]=2)[CH:5]=1)=[O:17])([CH3:18])([CH3:26])[CH3:22], predict the reactants needed to synthesize it. The reactants are: CO[C:3](=[O:17])[C:4]1[CH:9]=[CH:8][CH:7]=[C:6]([C:10]2[C:11]([CH3:16])=[N:12][CH:13]=[CH:14][CH:15]=2)[CH:5]=1.[C:18]([C:21]1[CH:22]=C(B(O)O)C=C[CH:26]=1)(O)=O.BrC1C(C)=NC=CC=1.[O-]P([O-])([O-])=O.[K+].[K+].[K+].[O:46]=S(Cl)Cl.[O:50]1[CH2:55][CH2:54]OCC1. (3) Given the product [O:26]=[C:18]([C:8]1[C:9]([O:15][CH3:16])=[CH:10][C:11]([O:13][CH3:14])=[CH:12][C:7]=1[O:6][CH3:5])[CH2:19][CH2:20][CH2:21][C:22]([O:24][CH3:25])=[O:23], predict the reactants needed to synthesize it. The reactants are: [Cl-].[Al+3].[Cl-].[Cl-].[CH3:5][O:6][C:7]1[CH:12]=[C:11]([O:13][CH3:14])[CH:10]=[C:9]([O:15][CH3:16])[CH:8]=1.Cl[C:18](=[O:26])[CH2:19][CH2:20][CH2:21][C:22]([O:24][CH3:25])=[O:23].C(Cl)Cl. (4) Given the product [CH3:1][CH:2]([NH:6][C:11](=[O:12])[C:10]1[CH:14]=[CH:15][C:16]([O:17][CH2:18][C:19]#[CH:20])=[C:8]([F:7])[CH:9]=1)[CH2:3][CH2:4][CH3:5], predict the reactants needed to synthesize it. The reactants are: [CH3:1][CH:2]([NH2:6])[CH2:3][CH2:4][CH3:5].[F:7][C:8]1[CH:9]=[C:10]([CH:14]=[CH:15][C:16]=1[O:17][CH2:18][C:19]#[CH:20])[C:11](Cl)=[O:12]. (5) Given the product [CH3:27][S:28]([N:16]1[CH2:17][CH2:18][N:13]([C:10]2[CH:11]=[CH:12][C:7]([O:6][C:2]([F:1])([F:19])[CH:3]([F:4])[F:5])=[CH:8][CH:9]=2)[CH2:14][CH2:15]1)(=[O:30])=[O:29], predict the reactants needed to synthesize it. The reactants are: [F:1][C:2]([F:19])([O:6][C:7]1[CH:12]=[CH:11][C:10]([N:13]2[CH2:18][CH2:17][NH:16][CH2:15][CH2:14]2)=[CH:9][CH:8]=1)[CH:3]([F:5])[F:4].C(N(CC)CC)C.[CH3:27][S:28](Cl)(=[O:30])=[O:29]. (6) Given the product [CH3:19][N:20]([CH3:21])[C@@H:6]1[CH2:11][CH2:10][CH2:9][N:8]([C:12]([O:14][C:15]([CH3:18])([CH3:17])[CH3:16])=[O:13])[CH2:7]1, predict the reactants needed to synthesize it. The reactants are: CS(O[C@H:6]1[CH2:11][CH2:10][CH2:9][N:8]([C:12]([O:14][C:15]([CH3:18])([CH3:17])[CH3:16])=[O:13])[CH2:7]1)(=O)=O.[CH3:19][NH:20][CH3:21]. (7) Given the product [C:20]([C:19]1[CH:18]=[CH:17][C:16]([O:15][CH2:14][CH2:13][CH2:12][CH:9]2[CH2:10][CH2:11][N:6]([CH2:31][CH2:32][CH2:33][O:34][C:35]3[CH:42]=[CH:41][C:38]([C:39]#[N:40])=[CH:37][CH:36]=3)[CH2:7][CH2:8]2)=[CH:23][CH:22]=1)#[N:21], predict the reactants needed to synthesize it. The reactants are: CN(C)C=O.[NH:6]1[CH2:11][CH2:10][CH:9]([CH2:12][CH2:13][CH2:14][O:15][C:16]2[CH:23]=[CH:22][C:19]([C:20]#[N:21])=[CH:18][CH:17]=2)[CH2:8][CH2:7]1.C(=O)([O-])[O-].[K+].[K+].Br[CH2:31][CH2:32][CH2:33][O:34][C:35]1[CH:42]=[CH:41][C:38]([C:39]#[N:40])=[CH:37][CH:36]=1. (8) The reactants are: Cl.[N:2]12[CH2:9][CH2:8][CH:5]([CH2:6][CH2:7]1)[CH:4]([C:10]([OH:12])=[O:11])[CH2:3]2.C(Cl)CCl.C1C=CC2N(O)N=NC=2C=1.[F:27][C:28]1[CH:33]=[CH:32][C:31]([CH:34]([C:36]2[CH:41]=[CH:40][C:39]([F:42])=[CH:38][CH:37]=2)O)=[CH:30][CH:29]=1.CCN(C(C)C)C(C)C.C([O-])(O)=O.[Na+]. Given the product [N:2]12[CH2:9][CH2:8][CH:5]([CH2:6][CH2:7]1)[CH:4]([C:10]([O:12][CH:34]([C:31]1[CH:32]=[CH:33][C:28]([F:27])=[CH:29][CH:30]=1)[C:36]1[CH:37]=[CH:38][C:39]([F:42])=[CH:40][CH:41]=1)=[O:11])[CH2:3]2, predict the reactants needed to synthesize it. (9) Given the product [C:21]([N:13]([CH2:12][C:10]1[C:9]2[C:4](=[CH:5][CH:6]=[CH:7][CH:8]=2)[C:3]([C:28]([OH:30])=[O:29])=[CH:2][CH:11]=1)[CH2:14][C:15]1[CH:20]=[CH:19][CH:18]=[CH:17][N:16]=1)([O:23][C:24]([CH3:27])([CH3:26])[CH3:25])=[O:22], predict the reactants needed to synthesize it. The reactants are: C[C:2]1[CH:11]=[C:10]([CH2:12][N:13]([C:21]([O:23][C:24]([CH3:27])([CH3:26])[CH3:25])=[O:22])[CH2:14][C:15]2[CH:20]=[CH:19][CH:18]=[CH:17][N:16]=2)[C:9]2[C:4](=[CH:5][CH:6]=[CH:7][CH:8]=2)[C:3]=1[C:28]([OH:30])=[O:29].[OH-].[Na+].